From a dataset of Full USPTO retrosynthesis dataset with 1.9M reactions from patents (1976-2016). Predict the reactants needed to synthesize the given product. (1) Given the product [CH2:14]([S:11]([N:7]1[C:8]2[C:4](=[CH:3][C:2]([C:18]3[N:17]([CH3:16])[C:21]([C:22]#[N:23])=[CH:20][CH:19]=3)=[CH:10][CH:9]=2)[CH2:5][CH2:6]1)(=[O:13])=[O:12])[CH3:15], predict the reactants needed to synthesize it. The reactants are: Br[C:2]1[CH:3]=[C:4]2[C:8](=[CH:9][CH:10]=1)[N:7]([S:11]([CH2:14][CH3:15])(=[O:13])=[O:12])[CH2:6][CH2:5]2.[CH3:16][N:17]1[C:21]([C:22]#[N:23])=[CH:20][CH:19]=[C:18]1B(O)O.[F-].[K+]. (2) Given the product [CH:2]1[C:11]2[C:6](=[C:7]([S:12]([NH:23][CH2:24][C:25]3[CH:32]=[CH:31][C:28]([CH2:29][NH2:30])=[CH:27][CH:26]=3)(=[O:14])=[O:13])[CH:8]=[CH:9][CH:10]=2)[CH:5]=[CH:4][N:3]=1, predict the reactants needed to synthesize it. The reactants are: Cl.[CH:2]1[C:11]2[CH:10]=[CH:9][CH:8]=[C:7]([S:12](Cl)(=[O:14])=[O:13])[C:6]=2[CH:5]=[CH:4][N:3]=1.C(OC([NH:23][CH2:24][C:25]1[CH:32]=[CH:31][C:28]([CH2:29][NH2:30])=[CH:27][CH:26]=1)=O)(C)(C)C. (3) Given the product [C:1]([O:5][C:6](=[O:22])[N:7]([C:8]1[N:9]([CH2:13][C:14]2[CH:19]=[C:18]([Cl:20])[CH:17]=[C:16]([Cl:21])[CH:15]=2)[CH:10]=[CH:11][N:12]=1)[CH2:30][C:29]1[CH:32]=[CH:33][C:26]([F:25])=[CH:27][CH:28]=1)([CH3:4])([CH3:2])[CH3:3], predict the reactants needed to synthesize it. The reactants are: [C:1]([O:5][C:6](=[O:22])[NH:7][C:8]1[N:9]([CH2:13][C:14]2[CH:19]=[C:18]([Cl:20])[CH:17]=[C:16]([Cl:21])[CH:15]=2)[CH:10]=[CH:11][N:12]=1)([CH3:4])([CH3:3])[CH3:2].[H-].[Na+].[F:25][C:26]1[CH:33]=[CH:32][C:29]([CH2:30]Br)=[CH:28][CH:27]=1. (4) Given the product [Cl:1][C:2]1[CH:10]=[CH:9][C:5]([C:6]([O:8][CH3:15])=[O:7])=[C:4]([CH3:11])[C:3]=1[N+:12]([O-:14])=[O:13], predict the reactants needed to synthesize it. The reactants are: [Cl:1][C:2]1[CH:10]=[CH:9][C:5]([C:6]([OH:8])=[O:7])=[C:4]([CH3:11])[C:3]=1[N+:12]([O-:14])=[O:13].[CH3:15]O.S(Cl)(Cl)=O. (5) Given the product [CH:1]1([N:4]([CH2:18][C:19]2[O:20][CH:21]=[C:22]([C:24]([N:26]3[CH2:34][CH:33]4[CH:28]([CH2:29][NH:30][CH2:31][CH2:32]4)[CH2:27]3)=[O:25])[N:23]=2)[S:5]([C:8]2[C:13]([CH3:14])=[CH:12][C:11]([O:15][CH3:16])=[CH:10][C:9]=2[CH3:17])(=[O:6])=[O:7])[CH2:3][CH2:2]1, predict the reactants needed to synthesize it. The reactants are: [CH:1]1([N:4]([CH2:18][C:19]2[O:20][CH:21]=[C:22]([C:24]([N:26]3[CH2:34][CH:33]4[CH:28]([CH2:29][N:30](C(OC(C)(C)C)=O)[CH2:31][CH2:32]4)[CH2:27]3)=[O:25])[N:23]=2)[S:5]([C:8]2[C:13]([CH3:14])=[CH:12][C:11]([O:15][CH3:16])=[CH:10][C:9]=2[CH3:17])(=[O:7])=[O:6])[CH2:3][CH2:2]1.C(O)(C(F)(F)F)=O. (6) Given the product [NH2:16][C:4]1[CH:5]=[CH:6][C:7]([C:9]2[C:10](=[O:15])[NH:11][N:12]=[CH:13][CH:14]=2)=[CH:8][C:3]=1[O:2][CH3:1], predict the reactants needed to synthesize it. The reactants are: [CH3:1][O:2][C:3]1[CH:8]=[C:7]([C:9]2[C:10](=[O:15])[NH:11][N:12]=[CH:13][CH:14]=2)[CH:6]=[CH:5][C:4]=1[NH:16]C(=O)C. (7) Given the product [Br:1][C:2]1[CH:3]=[CH:4][C:5]([O:9][CH3:10])=[C:6]([O:8][CH:12]2[CH2:16][CH2:15][CH2:14][C:13]2=[O:17])[CH:7]=1, predict the reactants needed to synthesize it. The reactants are: [Br:1][C:2]1[CH:3]=[CH:4][C:5]([O:9][CH3:10])=[C:6]([OH:8])[CH:7]=1.Cl[CH:12]1[CH2:16][CH2:15][CH2:14][C:13]1=[O:17].C(=O)([O-])[O-].[K+].[K+].CN(C=O)C. (8) Given the product [NH2:29][C:18]1[CH:19]=[C:20]([C:26]([OH:28])=[O:27])[C:21]2[NH:22][C:23]3[C:14]([O:15][C:16]=2[CH:17]=1)=[CH:13][C:12]([CH2:11][CH2:10][CH2:9][C:4]1[CH:5]=[CH:6][C:7]([Cl:8])=[C:2]([Cl:1])[CH:3]=1)=[CH:25][CH:24]=3, predict the reactants needed to synthesize it. The reactants are: [Cl:1][C:2]1[CH:3]=[C:4]([CH2:9][CH2:10][CH2:11][C:12]2[CH:13]=[C:14]3[C:23](=[CH:24][CH:25]=2)[NH:22][C:21]2[C:20]([C:26]([OH:28])=[O:27])=[CH:19][C:18]([N+:29]([O-])=O)=[CH:17][C:16]=2[O:15]3)[CH:5]=[CH:6][C:7]=1[Cl:8]. (9) Given the product [OH:1][C:2]([CH3:34])([CH3:35])[CH2:3][C@@:4]1([C:28]2[CH:33]=[CH:32][CH:31]=[CH:30][CH:29]=2)[O:9][C:8](=[O:10])[N:7]([C@H:11]([C:13]2[CH:14]=[CH:15][C:16]([C:37]3[N:44]=[CH:43][CH:42]=[CH:41][C:38]=3[C:39]#[N:40])=[CH:17][CH:18]=2)[CH3:12])[CH2:6][CH2:5]1, predict the reactants needed to synthesize it. The reactants are: [OH:1][C:2]([CH3:35])([CH3:34])[CH2:3][C@@:4]1([C:28]2[CH:33]=[CH:32][CH:31]=[CH:30][CH:29]=2)[O:9][C:8](=[O:10])[N:7]([C@H:11]([C:13]2[CH:18]=[CH:17][C:16](B3OC(C)(C)C(C)(C)O3)=[CH:15][CH:14]=2)[CH3:12])[CH2:6][CH2:5]1.Br[C:37]1[N:44]=[CH:43][CH:42]=[CH:41][C:38]=1[C:39]#[N:40]. (10) Given the product [F:20][C:18]1[CH:19]=[C:14]2[C:15](=[CH:16][C:17]=1[F:21])[N:22]=[C:2]([C:3]([O:5][CH2:6][CH3:7])=[O:4])[C:8]([OH:10])=[N:13]2, predict the reactants needed to synthesize it. The reactants are: O=[C:2]([C:8]([O:10]CC)=O)[C:3]([O:5][CH2:6][CH3:7])=[O:4].[NH2:13][C:14]1[CH:19]=[C:18]([F:20])[C:17]([F:21])=[CH:16][C:15]=1[NH2:22].